From a dataset of Reaction yield outcomes from USPTO patents with 853,638 reactions. Predict the reaction yield, written as a fraction of the theoretical maximum amount of product (1.0 means a 100% yield; for example, 0.34 means a 34% yield). The reactants are [I:1][C:2]1[C:10]2[C:5](=[CH:6][CH:7]=[C:8]([C:11]([OH:13])=O)[CH:9]=2)[NH:4][N:3]=1.[CH:14]1([CH:20]([C:22]2[CH:27]=[CH:26][CH:25]=[CH:24][CH:23]=2)[NH2:21])[CH2:19][CH2:18][CH2:17][CH2:16][CH2:15]1.CN(C(ON1N=NC2C=CC=CC1=2)=[N+](C)C)C.[B-](F)(F)(F)F.CCN(C(C)C)C(C)C. The catalyst is CN(C=O)C. The product is [CH:22]1([CH:20]([C:14]2[CH:15]=[CH:16][CH:17]=[CH:18][CH:19]=2)[NH:21][C:11]([C:8]2[CH:9]=[C:10]3[C:5](=[CH:6][CH:7]=2)[NH:4][N:3]=[C:2]3[I:1])=[O:13])[CH2:23][CH2:24][CH2:25][CH2:26][CH2:27]1. The yield is 1.00.